Dataset: Forward reaction prediction with 1.9M reactions from USPTO patents (1976-2016). Task: Predict the product of the given reaction. (1) Given the reactants [C:1]1([CH2:7][C:8]#[CH:9])[CH:6]=[CH:5][CH:4]=[CH:3][CH:2]=1.[N-:10]=[N+:11]=[N-:12].[Na+].O=C1O[C@H]([C@H](CO)O)C([O-])=C1O.[Na+].C(=O)([O-])[O-].[Na+].[Na+].N1CCC[C@H]1C(O)=O.[OH-].[Na+].[NH:43]1[C:51]2[C:46](=[CH:47][CH:48]=[CH:49][CH:50]=2)[CH:45]=[N:44]1, predict the reaction product. The product is: [CH2:7]([C:8]1[N:10]=[N:11][N:12]([C:48]2[CH:47]=[C:46]3[C:51](=[CH:50][CH:49]=2)[NH:43][N:44]=[CH:45]3)[CH:9]=1)[C:1]1[CH:6]=[CH:5][CH:4]=[CH:3][CH:2]=1. (2) Given the reactants [Cl:1][C:2]1[CH:7]=[CH:6][C:5]([N+:8]([O-:10])=[O:9])=[C:4](Cl)[N:3]=1.[NH3:12], predict the reaction product. The product is: [NH2:12][C:4]1[N:3]=[C:2]([Cl:1])[CH:7]=[CH:6][C:5]=1[N+:8]([O-:10])=[O:9]. (3) Given the reactants C1(O)C=CC=CC=1.Cl[C:9]1[CH:16]=[CH:15][C:12]([C:13]#[N:14])=[CH:11][CH:10]=1.[CH:17]([C:20]1[CH:21]=[C:22]([OH:26])[CH:23]=[CH:24][CH:25]=1)([CH3:19])[CH3:18].C(P(C(C)(C)C)C1C=CC=CC=1C1C=CC=CC=1)(C)(C)C.[O-]P([O-])([O-])=O.[K+].[K+].[K+], predict the reaction product. The product is: [CH:17]([C:20]1[CH:21]=[C:22]([CH:23]=[CH:24][CH:25]=1)[O:26][C:9]1[CH:16]=[CH:15][C:12]([C:13]#[N:14])=[CH:11][CH:10]=1)([CH3:19])[CH3:18]. (4) Given the reactants [C:1]([C:5]1[N:6]=[C:7]([N:16]2[CH2:20][CH2:19][C:18]([F:22])([F:21])[CH2:17]2)[C:8]2[N:13]=[N:12][N:11]([CH2:14][CH3:15])[C:9]=2[N:10]=1)([CH3:4])([CH3:3])[CH3:2].C(C1N=C(N2CCC(F)(F)C2)C2N=NNC=2N=1)(C)(C)C.[Cl:43][C:44]1C(CCl)=[CH:48][C:47]([Cl:52])=[CH:46][N:45]=1, predict the reaction product. The product is: [C:1]([C:5]1[N:6]=[C:7]([N:16]2[CH2:20][CH2:19][C:18]([F:21])([F:22])[CH2:17]2)[C:8]2[N:13]=[N:12][N:11]([CH2:14][C:15]3[C:44]([Cl:43])=[N:45][CH:46]=[C:47]([Cl:52])[CH:48]=3)[C:9]=2[N:10]=1)([CH3:2])([CH3:3])[CH3:4].